Dataset: Catalyst prediction with 721,799 reactions and 888 catalyst types from USPTO. Task: Predict which catalyst facilitates the given reaction. Reactant: [C:1]([C:4]1[S:5][CH:6]=[C:7]([NH2:9])[CH:8]=1)(=[O:3])[CH3:2].[C:10](O[C:10]([O:12][C:13]([CH3:16])([CH3:15])[CH3:14])=[O:11])([O:12][C:13]([CH3:16])([CH3:15])[CH3:14])=[O:11]. Product: [C:1]([C:4]1[S:5][CH:6]=[C:7]([NH:9][C:10]([O:12][C:13]([CH3:16])([CH3:15])[CH3:14])=[O:11])[CH:8]=1)(=[O:3])[CH3:2]. The catalyst class is: 4.